Dataset: Full USPTO retrosynthesis dataset with 1.9M reactions from patents (1976-2016). Task: Predict the reactants needed to synthesize the given product. (1) Given the product [CH3:1][O:2][C:3]1[CH:4]=[C:5]([NH:15][C:16]2[N:18]=[C:32]([CH2:31][CH2:30][CH:26]3[CH2:27][CH2:28][CH2:29][O:25]3)[C:34]3[CH2:35][O:36][CH2:37][CH2:38][C:39]=3[N:17]=2)[CH:6]=[CH:7][C:8]=1[N:9]1[CH:13]=[C:12]([CH3:14])[N:11]=[CH:10]1, predict the reactants needed to synthesize it. The reactants are: [CH3:1][O:2][C:3]1[CH:4]=[C:5]([NH:15][C:16]([NH2:18])=[NH:17])[CH:6]=[CH:7][C:8]=1[N:9]1[CH:13]=[C:12]([CH3:14])[N:11]=[CH:10]1.C(=O)([O-])[O-].[K+].[K+].[O:25]1[CH2:29][CH2:28][CH2:27][CH:26]1[CH2:30][CH2:31][C:32]([CH:34]1[C:39](=O)[CH2:38][CH2:37][O:36][CH2:35]1)=O. (2) Given the product [NH2:3][CH:4]1[CH2:38][C:39]2[CH:40]=[C:41]([NH:42][C:2]3[N:7]=[C:6]([C:8]4[C:9]([C:17]5[CH:22]=[C:21]([NH:23][C:24](=[O:31])[CH2:25][C:26]6[S:27][CH:28]=[CH:29][CH:30]=6)[CH:20]=[CH:19][CH:18]=5)=[N:10][N:11]5[CH:16]=[CH:15][CH:14]=[CH:13][C:12]=45)[CH:5]=[CH:4][N:3]=3)[CH:43]=[CH:44][C:45]=2[CH2:6][CH2:5]1, predict the reactants needed to synthesize it. The reactants are: Cl[C:2]1[N:7]=[C:6]([C:8]2[C:9]([C:17]3[CH:18]=[CH:19][C:20](C)=[C:21]([NH:23][C:24](=[O:31])[CH2:25][C:26]4[S:27][CH:28]=[CH:29][CH:30]=4)[CH:22]=3)=[N:10][N:11]3[CH:16]=[CH:15][CH:14]=[CH:13][C:12]=23)[CH:5]=[CH:4][N:3]=1.N1([CH2:38][C:39]2[CH:40]=[C:41]([CH:43]=[CH:44][CH:45]=2)[NH2:42])CCCC1.Cl. (3) The reactants are: [Cl:1][C:2]1[CH:3]=[C:4]([C@@:8]([C@@H:16]2[CH2:21][CH2:20][CH2:19][N:18]([C:22]([O:24][C:25]([CH3:28])([CH3:27])[CH3:26])=[O:23])[CH2:17]2)([O:12][CH2:13][CH2:14][OH:15])[CH2:9][CH2:10][CH3:11])[CH:5]=[CH:6][CH:7]=1.CCN(CC)CC.[CH3:36][S:37](Cl)(=[O:39])=[O:38].O. Given the product [Cl:1][C:2]1[CH:3]=[C:4]([C@@:8]([C@@H:16]2[CH2:21][CH2:20][CH2:19][N:18]([C:22]([O:24][C:25]([CH3:27])([CH3:26])[CH3:28])=[O:23])[CH2:17]2)([O:12][CH2:13][CH2:14][O:15][S:37]([CH3:36])(=[O:39])=[O:38])[CH2:9][CH2:10][CH3:11])[CH:5]=[CH:6][CH:7]=1, predict the reactants needed to synthesize it. (4) Given the product [CH3:2][C:1]([CH3:4])([S@@:5]([NH:7][C@@H:8]([C:9]1[S:13][C:12]([C:14]([O:16][C:17]([CH3:20])([CH3:19])[CH3:18])=[O:15])=[CH:11][CH:10]=1)[CH2:24][CH:25]([CH3:27])[CH3:26])=[O:6])[CH3:3].[CH3:2][C:1]([CH3:4])([S@@:5]([NH:7][C@H:8]([C:9]1[S:13][C:12]([C:14]([O:16][C:17]([CH3:20])([CH3:19])[CH3:18])=[O:15])=[CH:11][CH:10]=1)[CH2:24][CH:25]([CH3:27])[CH3:26])=[O:6])[CH3:3], predict the reactants needed to synthesize it. The reactants are: [C:1]([S@@:5](/[N:7]=[CH:8]/[C:9]1[S:13][C:12]([C:14]([O:16][C:17]([CH3:20])([CH3:19])[CH3:18])=[O:15])=[CH:11][CH:10]=1)=[O:6])([CH3:4])([CH3:3])[CH3:2].C(=O)=O.[CH2:24]([Mg]Br)[CH:25]([CH3:27])[CH3:26]. (5) Given the product [CH2:1]([O:3][C:4]1[CH:5]=[C:6]([CH:25]=[C:26]([O:33][CH2:34][CH3:35])[C:27]=1[N:28]1[CH:32]=[CH:31][CH:30]=[CH:29]1)[CH2:7][N:8]1[CH2:13][CH2:12][CH:11]([NH:14][C:15]2[O:16][C:17]3[CH:23]=[CH:22][CH:21]=[C:20]([NH:24][C:39](=[O:40])[CH2:38][O:37][CH3:36])[C:18]=3[N:19]=2)[CH2:10][CH2:9]1)[CH3:2], predict the reactants needed to synthesize it. The reactants are: [CH2:1]([O:3][C:4]1[CH:5]=[C:6]([CH:25]=[C:26]([O:33][CH2:34][CH3:35])[C:27]=1[N:28]1[CH:32]=[CH:31][CH:30]=[CH:29]1)[CH2:7][N:8]1[CH2:13][CH2:12][CH:11]([NH:14][C:15]2[O:16][C:17]3[C:18](=[C:20]([NH2:24])[CH:21]=[CH:22][CH:23]=3)[N:19]=2)[CH2:10][CH2:9]1)[CH3:2].[CH3:36][O:37][CH2:38][C:39](Cl)=[O:40]. (6) Given the product [Br:1][C:2]1[CH:3]=[CH:4][C:5]2[S:9](=[O:10])(=[O:11])[N:8]([CH2:15][C@@H:16]3[CH2:20][O:19][C:18]([CH3:22])([CH3:21])[O:17]3)[CH:7]([CH3:12])[C:6]=2[CH:13]=1, predict the reactants needed to synthesize it. The reactants are: [Br:1][C:2]1[CH:3]=[CH:4][C:5]2[S:9](=[O:11])(=[O:10])[NH:8][CH:7]([CH3:12])[C:6]=2[CH:13]=1.Cl[CH2:15][C@@H:16]1[CH2:20][O:19][C:18]([CH3:22])([CH3:21])[O:17]1.C([O-])([O-])=O.[K+].[K+].O. (7) Given the product [C:1]([O:4][CH2:5][C:6]1[C:7]([N:21]2[CH2:32][CH2:31][N:30]3[C:23](=[CH:24][C:25]4[CH2:26][C:27]([CH3:34])([CH3:33])[CH2:28][C:29]=43)[C:22]2=[O:35])=[N:8][CH:9]=[CH:10][C:11]=1[C:12]1[CH:17]=[C:16]([NH:43][C:40]2[CH:39]=[C:38]([CH3:37])[S:42][N:41]=2)[C:15](=[O:19])[N:14]([CH3:20])[CH:13]=1)(=[O:3])[CH3:2], predict the reactants needed to synthesize it. The reactants are: [C:1]([O:4][CH2:5][C:6]1[C:7]([N:21]2[CH2:32][CH2:31][N:30]3[C:23](=[CH:24][C:25]4[CH2:26][C:27]([CH3:34])([CH3:33])[CH2:28][C:29]=43)[C:22]2=[O:35])=[N:8][CH:9]=[CH:10][C:11]=1[C:12]1[CH:17]=[C:16](Br)[C:15](=[O:19])[N:14]([CH3:20])[CH:13]=1)(=[O:3])[CH3:2].Cl.[CH3:37][C:38]1[S:42][N:41]=[C:40]([NH2:43])[CH:39]=1.C([O-])([O-])=O.[Cs+].[Cs+].CC1(C)C2C(=C(P(C3C=CC=CC=3)C3C=CC=CC=3)C=CC=2)OC2C(P(C3C=CC=CC=3)C3C=CC=CC=3)=CC=CC1=2. (8) Given the product [NH2:1][C:2]([C:28]1[NH:32][C:31]2[CH:33]=[CH:34][C:35]([C:37]#[N:38])=[CH:36][C:30]=2[N:29]=1)([C:7]1[C:15]([Br:16])=[CH:14][C:13]([CH3:17])=[C:12]2[C:8]=1[CH:9]=[CH:10][NH:11]2)[C:3]([F:5])([F:4])[F:6], predict the reactants needed to synthesize it. The reactants are: [NH2:1][C:2]([C:28]1[NH:32][C:31]2[CH:33]=[CH:34][C:35]([C:37]#[N:38])=[CH:36][C:30]=2[N:29]=1)([C:7]1[C:15]([Br:16])=[CH:14][C:13]([CH3:17])=[C:12]2[C:8]=1[CH:9]=[CH:10][N:11]2S(C1C=CC(C)=CC=1)(=O)=O)[C:3]([F:6])([F:5])[F:4].[O-]CC.[Na+].